From a dataset of Forward reaction prediction with 1.9M reactions from USPTO patents (1976-2016). Predict the product of the given reaction. (1) Given the reactants [CH3:1][C:2]([CH3:25])([CH3:24])[C:3]([O:5][C:6]1[CH:7]=[C:8]2[C:13](=[CH:14][C:15]=1[O:16][C:17](=[O:22])[C:18]([CH3:21])([CH3:20])[CH3:19])[N:12]=[CH:11][NH:10][C:9]2=O)=[O:4].O=P(Cl)(Cl)[Cl:28], predict the reaction product. The product is: [CH3:1][C:2]([CH3:25])([CH3:24])[C:3]([O:5][C:6]1[CH:7]=[C:8]2[C:13](=[CH:14][C:15]=1[O:16][C:17](=[O:22])[C:18]([CH3:21])([CH3:20])[CH3:19])[N:12]=[CH:11][N:10]=[C:9]2[Cl:28])=[O:4]. (2) Given the reactants Br[C:2]1[CH:21]=[CH:20][CH:19]=[C:18]2[C:3]=1[CH2:4][CH:5]1[CH2:9][C:8](=[O:10])[N:7]([C:11]([O:13][C:14]([CH3:17])([CH3:16])[CH3:15])=[O:12])[CH:6]12.[C:22]1(C)[CH:27]=CC=C[CH:23]=1, predict the reaction product. The product is: [CH2:27]([C:2]1[CH:21]=[CH:20][CH:19]=[C:18]2[C:3]=1[CH2:4][CH:5]1[CH2:9][C:8](=[O:10])[N:7]([C:11]([O:13][C:14]([CH3:17])([CH3:16])[CH3:15])=[O:12])[CH:6]12)[CH:22]=[CH2:23]. (3) Given the reactants [Cl:1][C:2]1[C:3]([C:19]2[CH:24]=[C:23]([Cl:25])[CH:22]=[CH:21][C:20]=2[C:26]#[N:27])=[CH:4][C:5](=[O:18])[N:6]([CH:8]([CH2:12][C:13]2[N:14]=[CH:15][O:16][CH:17]=2)[C:9]([OH:11])=O)[CH:7]=1.[N:28]1[CH:29]=[CH:30][N:31]2[CH:36]=[C:35]([NH2:37])[CH:34]=[CH:33][C:32]=12, predict the reaction product. The product is: [Cl:1][C:2]1[C:3]([C:19]2[CH:24]=[C:23]([Cl:25])[CH:22]=[CH:21][C:20]=2[C:26]#[N:27])=[CH:4][C:5](=[O:18])[N:6]([CH:8]([CH2:12][C:13]2[N:14]=[CH:15][O:16][CH:17]=2)[C:9]([NH:37][C:35]2[CH:34]=[CH:33][C:32]3[N:31]([CH:30]=[CH:29][N:28]=3)[CH:36]=2)=[O:11])[CH:7]=1. (4) Given the reactants [OH:1][C:2]1[CH:3]=[C:4]([CH2:8][CH2:9][C:10]([OH:12])=[O:11])[CH:5]=[CH:6][CH:7]=1.C(=O)([O-])[O-].[K+].[K+].[CH2:19](Br)[C:20]1[CH:25]=[CH:24][CH:23]=[CH:22][CH:21]=1, predict the reaction product. The product is: [C:20]1([CH2:19][O:1][C:2]2[CH:3]=[C:4]([CH2:8][CH2:9][C:10]([O:12][CH2:8][C:4]3[CH:5]=[CH:6][CH:7]=[CH:2][CH:3]=3)=[O:11])[CH:5]=[CH:6][CH:7]=2)[CH:25]=[CH:24][CH:23]=[CH:22][CH:21]=1. (5) The product is: [CH3:15][C@H:6]1[C@@H:7]([CH3:14])[C:8]2[C:13](=[CH:12][CH:11]=[CH:10][CH:9]=2)[N:5]1[C:3](=[O:4])[CH2:2][N:27]1[CH2:26][CH2:25][N:24]([CH2:23][C:20]2[CH:21]=[CH:22][C:17]([Cl:16])=[CH:18][CH:19]=2)[CH2:29][CH2:28]1. Given the reactants Cl[CH2:2][C:3]([N:5]1[C:13]2[C:8](=[CH:9][CH:10]=[CH:11][CH:12]=2)[C@H:7]([CH3:14])[C@@H:6]1[CH3:15])=[O:4].[Cl:16][C:17]1[CH:22]=[CH:21][C:20]([CH2:23][N:24]2[CH2:29][CH2:28][NH:27][CH2:26][CH2:25]2)=[CH:19][CH:18]=1.C1(N)C(F)=C(F)C(F)=C(N)C=1F.Cl.Cl, predict the reaction product. (6) Given the reactants [F:1][CH:2]([F:21])[O:3][C:4]1[CH:9]=[CH:8][C:7]([C:10]2[C:15](=[O:16])[N:14]3[CH:17]=[CH:18][S:19][C:13]3=[N:12][C:11]=2[CH3:20])=[CH:6][CH:5]=1.[CH:22]1([CH2:25][O:26][C:27]2[C:34]([O:35][CH3:36])=[CH:33][CH:32]=[CH:31][C:28]=2[CH:29]=O)[CH2:24][CH2:23]1.[O-]CC.[Na+], predict the reaction product. The product is: [CH:22]1([CH2:25][O:26][C:27]2[C:34]([O:35][CH3:36])=[CH:33][CH:32]=[CH:31][C:28]=2/[CH:29]=[CH:20]/[C:11]2[N:12]=[C:13]3[S:19][CH:18]=[CH:17][N:14]3[C:15](=[O:16])[C:10]=2[C:7]2[CH:8]=[CH:9][C:4]([O:3][CH:2]([F:1])[F:21])=[CH:5][CH:6]=2)[CH2:23][CH2:24]1. (7) Given the reactants [CH2:1]([O:8][C:9]1[CH:14]=[C:13]([O:15][CH2:16][C:17]2[CH:22]=[CH:21][CH:20]=[CH:19][CH:18]=2)[CH:12]=[C:11]([O:23][C:24]2[CH:29]=[CH:28][C:27]([N+:30]([O-:32])=[O:31])=[CH:26][CH:25]=2)[C:10]=1[C:33]1[O:37][N:36]=[C:35]([C:38](O)=[O:39])[CH:34]=1)[C:2]1[CH:7]=[CH:6][CH:5]=[CH:4][CH:3]=1.CN(C(ON1N=NC2C=CC=CC1=2)=[N+](C)C)C.[B-](F)(F)(F)F.Cl.[F:64][CH2:65][CH2:66][NH2:67].CCN(C(C)C)C(C)C, predict the reaction product. The product is: [CH2:1]([O:8][C:9]1[CH:14]=[C:13]([O:15][CH2:16][C:17]2[CH:18]=[CH:19][CH:20]=[CH:21][CH:22]=2)[CH:12]=[C:11]([O:23][C:24]2[CH:29]=[CH:28][C:27]([N+:30]([O-:32])=[O:31])=[CH:26][CH:25]=2)[C:10]=1[C:33]1[O:37][N:36]=[C:35]([C:38]([NH:67][CH2:66][CH2:65][F:64])=[O:39])[CH:34]=1)[C:2]1[CH:3]=[CH:4][CH:5]=[CH:6][CH:7]=1. (8) Given the reactants [Cl:1][C:2]1[CH:7]=[C:6]2[NH:8][C:9](=[O:45])[C:10]3([CH:15]([C:16]4[CH:21]=[C:20]([Cl:22])[CH:19]=[CH:18][C:17]=4[O:23][C:24]([CH2:34][CH3:35])([C:27]([NH:29][S:30]([CH3:33])(=[O:32])=[O:31])=[O:28])[CH2:25][CH3:26])[CH2:14][C:13](=[O:36])[NH:12][CH:11]3[C:37]3[CH:42]=[C:41]([F:43])[CH:40]=[CH:39][C:38]=3[CH3:44])[C:5]2=[CH:4][CH:3]=1.Cl[C:47]([O:49][CH:50]([CH3:52])[CH3:51])=[O:48], predict the reaction product. The product is: [Cl:1][C:2]1[CH:7]=[C:6]2[N:8]([C:47]([O:49][CH:50]([CH3:52])[CH3:51])=[O:48])[C:9](=[O:45])[C:10]3([CH:15]([C:16]4[CH:21]=[C:20]([Cl:22])[CH:19]=[CH:18][C:17]=4[O:23][C:24]([CH2:34][CH3:35])([C:27]([NH:29][S:30]([CH3:33])(=[O:32])=[O:31])=[O:28])[CH2:25][CH3:26])[CH2:14][C:13](=[O:36])[NH:12][CH:11]3[C:37]3[CH:42]=[C:41]([F:43])[CH:40]=[CH:39][C:38]=3[CH3:44])[C:5]2=[CH:4][CH:3]=1.